This data is from Forward reaction prediction with 1.9M reactions from USPTO patents (1976-2016). The task is: Predict the product of the given reaction. (1) Given the reactants [C:1]([O:5][CH2:6][C:7]([CH2:14][O:15][CH3:16])([CH2:10][CH:11]([CH3:13])[CH3:12])[CH2:8][OH:9])([CH3:4])([CH3:3])[CH3:2].[H-].[Na+].[CH3:19]I, predict the reaction product. The product is: [C:1]([O:5][CH2:6][C:7]([CH2:8][O:9][CH3:19])([CH2:14][O:15][CH3:16])[CH2:10][CH:11]([CH3:12])[CH3:13])([CH3:2])([CH3:3])[CH3:4]. (2) Given the reactants [CH2:1]([C:5]1[N:10]2[N:11]=[CH:12][N:13]=[C:9]2[NH:8][C:7](=[O:14])[C:6]=1[CH2:15][C:16]1[C:21]([F:22])=[CH:20][C:19]([C:23]2[C:24]([C:29]#[N:30])=[CH:25][CH:26]=[CH:27][CH:28]=2)=[CH:18][C:17]=1[F:31])[CH2:2][CH2:3][CH3:4].Cl[CH2:33][O:34][CH3:35].C(=O)([O-])[O-].[K+].[K+].CN(C)C=O, predict the reaction product. The product is: [CH2:1]([C:5]1[N:10]2[N:11]=[CH:12][N:13]=[C:9]2[N:8]([CH2:33][O:34][CH3:35])[C:7](=[O:14])[C:6]=1[CH2:15][C:16]1[C:21]([F:22])=[CH:20][C:19]([C:23]2[C:24]([C:29]#[N:30])=[CH:25][CH:26]=[CH:27][CH:28]=2)=[CH:18][C:17]=1[F:31])[CH2:2][CH2:3][CH3:4]. (3) Given the reactants [C@@H:1]1([N:10]2[C:19]3[N:18]=[CH:17][N:16]=[C:14]([NH2:15])[C:13]=3[N:12]=[CH:11]2)[O:9][C@H:6]([CH2:7][OH:8])[C@@H:4]([OH:5])[C@H:2]1[OH:3].[CH3:20][CH2:21][N:22]([CH2:25][C:26]([NH:28][C:29]1[C:30]([CH3:36])=[CH:31][CH:32]=[CH:33][C:34]=1[CH3:35])=[O:27])[CH2:23][CH3:24].[O-]S([O-])(=O)=O.[Mg+2], predict the reaction product. The product is: [C@@H:1]1([N:10]2[C:19]3[N:18]=[CH:17][N:16]=[C:14]([NH2:15])[C:13]=3[N:12]=[CH:11]2)[O:9][C@H:6]([CH2:7][OH:8])[C@@H:4]([OH:5])[C@H:2]1[OH:3].[CH3:24][CH2:23][N:22]([CH2:25][C:26]([NH:28][C:29]1[C:34]([CH3:35])=[CH:33][CH:32]=[CH:31][C:30]=1[CH3:36])=[O:27])[CH2:21][CH3:20]. (4) The product is: [NH2:7][C:8]1[C:9]([C:34]2[CH:35]=[N:36][CH:37]=[CH:38][CH:39]=2)=[CH:10][C:11]([NH:14][C:15](=[O:31])[C:16]2[C:21]([F:22])=[CH:20][CH:19]=[C:18]([NH:23][S:24]([CH2:27][CH2:28][CH3:29])(=[O:26])=[O:25])[C:17]=2[F:30])=[CH:12][N:13]=1. Given the reactants C(=O)([O-])[O-].[Na+].[Na+].[NH2:7][C:8]1[N:13]=[CH:12][C:11]([NH:14][C:15](=[O:31])[C:16]2[C:21]([F:22])=[CH:20][CH:19]=[C:18]([NH:23][S:24]([CH2:27][CH2:28][CH3:29])(=[O:26])=[O:25])[C:17]=2[F:30])=[CH:10][C:9]=1Br.B(O)(O)[C:34]1[CH:39]=[CH:38][CH:37]=[N:36][CH:35]=1, predict the reaction product. (5) Given the reactants [CH2:1]([O:8][C:9]1[C:10]([C:22]2[CH:27]=[CH:26][CH:25]=[CH:24][CH:23]=2)=[N:11][C:12]2[C:17]([C:18]=1[C:19](O)=[O:20])=[CH:16][CH:15]=[CH:14][CH:13]=2)[C:2]1[CH:7]=[CH:6][CH:5]=[CH:4][CH:3]=1.C(Cl)(=O)C(Cl)=O.[Cl-].[C:35]1([NH+:41]([C:43]([O:45][CH3:46])=[O:44])[NH2:42])[CH:40]=[CH:39][CH:38]=[CH:37][CH:36]=1.CCN(CC)CC, predict the reaction product. The product is: [CH2:1]([O:8][C:9]1[C:10]([C:22]2[CH:27]=[CH:26][CH:25]=[CH:24][CH:23]=2)=[N:11][C:12]2[C:17]([C:18]=1[C:19]([NH:42][N:41]([C:35]1[CH:36]=[CH:37][CH:38]=[CH:39][CH:40]=1)[C:43]([O:45][CH3:46])=[O:44])=[O:20])=[CH:16][CH:15]=[CH:14][CH:13]=2)[C:2]1[CH:3]=[CH:4][CH:5]=[CH:6][CH:7]=1.